From a dataset of CYP3A4 inhibition data for predicting drug metabolism from PubChem BioAssay. Regression/Classification. Given a drug SMILES string, predict its absorption, distribution, metabolism, or excretion properties. Task type varies by dataset: regression for continuous measurements (e.g., permeability, clearance, half-life) or binary classification for categorical outcomes (e.g., BBB penetration, CYP inhibition). Dataset: cyp3a4_veith. The molecule is O=C(N/N=C/c1ccncc1)c1nc(-c2ccccc2)n2c1CCCCC2. The result is 1 (inhibitor).